This data is from Peptide-MHC class II binding affinity with 134,281 pairs from IEDB. The task is: Regression. Given a peptide amino acid sequence and an MHC pseudo amino acid sequence, predict their binding affinity value. This is MHC class II binding data. (1) The peptide sequence is PEFQSIVQTLNAMPE. The MHC is HLA-DQA10101-DQB10501 with pseudo-sequence HLA-DQA10101-DQB10501. The binding affinity (normalized) is 0.326. (2) The peptide sequence is AFILDGDNLYPKV. The MHC is HLA-DQA10501-DQB10201 with pseudo-sequence HLA-DQA10501-DQB10201. The binding affinity (normalized) is 0.541. (3) The peptide sequence is LVVGIYDEPMTPGQC. The MHC is DRB1_1602 with pseudo-sequence DRB1_1602. The binding affinity (normalized) is 0.0979. (4) The peptide sequence is ERMSRLSKVAPVIKARMMEY. The MHC is DRB1_0403 with pseudo-sequence DRB1_0403. The binding affinity (normalized) is 0.230.